Dataset: hERG potassium channel inhibition data for cardiac toxicity prediction from Karim et al.. Task: Regression/Classification. Given a drug SMILES string, predict its toxicity properties. Task type varies by dataset: regression for continuous values (e.g., LD50, hERG inhibition percentage) or binary classification for toxic/non-toxic outcomes (e.g., AMES mutagenicity, cardiotoxicity, hepatotoxicity). Dataset: herg_karim. (1) The drug is Fc1ccc(C(Cc2ccccc2OC(F)F)N2CCNCC2)cc1. The result is 1 (blocker). (2) The drug is COC1=CC(c2cc3ccccc3[nH]2)=NC1=Cc1[nH]c(C)cc1C. The result is 0 (non-blocker). (3) The drug is COc1cccc(-c2ccc(NC(=O)C3=C(C(=O)O)CCC3)c(F)c2)c1. The result is 0 (non-blocker). (4) The drug is COc1ccc2c(=O)n(C[C@@H](O)CO)c(C#N)c(-c3cccc(C(F)(F)F)c3)c2c1. The result is 0 (non-blocker). (5) The molecule is Cc1c(CNC2CCCC2)nn(-c2ncccc2Cl)c1-c1ccc(Cl)nc1. The result is 1 (blocker). (6) The compound is O=C(CNC(=O)c1cccc(C(F)(F)F)c1)NC1CN([C@H]2CC[C@@](O)(c3ncco3)CC2)C1. The result is 0 (non-blocker). (7) The result is 1 (blocker). The drug is Cc1cc2c3c([n+](C)c4ccccc4c3c1)-c1ccccc1S2. (8) The compound is COc1ccccc1CNCc1cccc(CCNCC(O)c2ccc(O)c3[nH]c(=O)sc23)c1. The result is 0 (non-blocker). (9) The drug is COc1cc(NS(C)(=O)=O)ccc1Nc1c2ccccc2nc2ccccc12. The result is 1 (blocker). (10) The molecule is COc1cncc(-c2ccc3c(c2)[C@@]2(COC(N)=N2)c2cc(OCC(C)(C)C)ccc2O3)c1. The result is 0 (non-blocker).